This data is from Full USPTO retrosynthesis dataset with 1.9M reactions from patents (1976-2016). The task is: Predict the reactants needed to synthesize the given product. Given the product [CH:28]1([C:6]2[C:5]([C:3]3[NH:36][C:33]([CH2:34][CH3:35])=[N:37][CH:2]=3)=[CH:26][C:9]([C:10]([N:12]3[CH2:17][CH2:16][CH:15]([C:18]4[CH:25]=[CH:24][C:21]([C:22]#[N:23])=[CH:20][CH:19]=4)[CH2:14][CH2:13]3)=[O:11])=[C:8]([CH3:27])[CH:7]=2)[CH2:31][CH2:30][CH2:29]1, predict the reactants needed to synthesize it. The reactants are: Br[CH2:2][C:3]([C:5]1[C:6]([CH:28]2[CH2:31][CH2:30][CH2:29]2)=[CH:7][C:8]([CH3:27])=[C:9]([CH:26]=1)[C:10]([N:12]1[CH2:17][CH2:16][CH:15]([C:18]2[CH:25]=[CH:24][C:21]([C:22]#[N:23])=[CH:20][CH:19]=2)[CH2:14][CH2:13]1)=[O:11])=O.Cl.[C:33](=[NH:37])([NH2:36])[CH2:34][CH3:35].C(=O)([O-])[O-].[K+].[K+].